This data is from NCI-60 drug combinations with 297,098 pairs across 59 cell lines. The task is: Regression. Given two drug SMILES strings and cell line genomic features, predict the synergy score measuring deviation from expected non-interaction effect. (1) Drug 1: C1CC(=O)NC(=O)C1N2CC3=C(C2=O)C=CC=C3N. Drug 2: CC12CCC3C(C1CCC2OP(=O)(O)O)CCC4=C3C=CC(=C4)OC(=O)N(CCCl)CCCl.[Na+]. Cell line: NCI-H460. Synergy scores: CSS=5.11, Synergy_ZIP=-2.71, Synergy_Bliss=-2.35, Synergy_Loewe=0.162, Synergy_HSA=-0.896. (2) Drug 1: C1CNP(=O)(OC1)N(CCCl)CCCl. Drug 2: B(C(CC(C)C)NC(=O)C(CC1=CC=CC=C1)NC(=O)C2=NC=CN=C2)(O)O. Cell line: SN12C. Synergy scores: CSS=13.2, Synergy_ZIP=8.06, Synergy_Bliss=-0.564, Synergy_Loewe=-77.1, Synergy_HSA=-14.1. (3) Drug 1: C1CCC(C1)C(CC#N)N2C=C(C=N2)C3=C4C=CNC4=NC=N3. Drug 2: C1C(C(OC1N2C=NC3=C2NC=NCC3O)CO)O. Cell line: MALME-3M. Synergy scores: CSS=1.76, Synergy_ZIP=1.67, Synergy_Bliss=5.27, Synergy_Loewe=3.05, Synergy_HSA=3.69. (4) Drug 2: CN(C(=O)NC(C=O)C(C(C(CO)O)O)O)N=O. Synergy scores: CSS=24.3, Synergy_ZIP=-10.6, Synergy_Bliss=-7.78, Synergy_Loewe=-9.57, Synergy_HSA=-5.62. Drug 1: C1CCC(CC1)NC(=O)N(CCCl)N=O. Cell line: UACC62. (5) Drug 1: CC1=CC2C(CCC3(C2CCC3(C(=O)C)OC(=O)C)C)C4(C1=CC(=O)CC4)C. Drug 2: CC1=C2C(C(=O)C3(C(CC4C(C3C(C(C2(C)C)(CC1OC(=O)C(C(C5=CC=CC=C5)NC(=O)OC(C)(C)C)O)O)OC(=O)C6=CC=CC=C6)(CO4)OC(=O)C)O)C)O. Cell line: HOP-62. Synergy scores: CSS=33.1, Synergy_ZIP=13.1, Synergy_Bliss=16.0, Synergy_Loewe=-23.3, Synergy_HSA=10.6.